From a dataset of Reaction yield outcomes from USPTO patents with 853,638 reactions. Predict the reaction yield, written as a fraction of the theoretical maximum amount of product (1.0 means a 100% yield; for example, 0.34 means a 34% yield). (1) The reactants are [C:1]1([P:7]([C:14]2[CH:19]=[CH:18][CH:17]=[CH:16][CH:15]=2)[C:8]2[CH:13]=[CH:12][CH:11]=[CH:10][CH:9]=2)[CH:6]=[CH:5][CH:4]=[CH:3][CH:2]=1.C([Cl:23])(=O)C.[CH3:24][N:25]1[CH:29]=[CH:28][CH:27]=[C:26]1[CH2:30]N1CCCC1. The catalyst is C(#N)C.C1(C)C=CC=CC=1. The product is [Cl-:23].[CH3:24][N:25]1[CH:29]=[CH:28][CH:27]=[C:26]1[CH2:30][P+:7]([C:1]1[CH:2]=[CH:3][CH:4]=[CH:5][CH:6]=1)([C:8]1[CH:13]=[CH:12][CH:11]=[CH:10][CH:9]=1)[C:14]1[CH:15]=[CH:16][CH:17]=[CH:18][CH:19]=1. The yield is 0.990. (2) The reactants are [NH2:1][C:2]1[CH:3]=[C:4]([C:8]([C:10]2[C:14]3[CH:15]=[N:16][CH:17]=[C:18]([F:19])[C:13]=3[N:12]([C:20]([CH3:31])([CH3:30])[CH2:21][O:22][Si:23]([C:26]([CH3:29])([CH3:28])[CH3:27])([CH3:25])[CH3:24])[CH:11]=2)=[O:9])[CH:5]=[N:6][CH:7]=1.[F:32][C:33]([F:45])([F:44])[C:34]1[CH:35]=[C:36]([CH2:40][C:41](O)=[O:42])[CH:37]=[CH:38][CH:39]=1.CCN(C(C)C)C(C)C.C(P1(=O)OP(CCC)(=O)OP(CCC)(=O)O1)CC. The catalyst is C1COCC1. The product is [C:26]([Si:23]([CH3:24])([CH3:25])[O:22][CH2:21][C:20]([N:12]1[C:13]2[C:18]([F:19])=[CH:17][N:16]=[CH:15][C:14]=2[C:10]([C:8]([C:4]2[CH:3]=[C:2]([NH:1][C:41](=[O:42])[CH2:40][C:36]3[CH:37]=[CH:38][CH:39]=[C:34]([C:33]([F:44])([F:32])[F:45])[CH:35]=3)[CH:7]=[N:6][CH:5]=2)=[O:9])=[CH:11]1)([CH3:31])[CH3:30])([CH3:29])([CH3:28])[CH3:27]. The yield is 0.870.